Dataset: CYP3A4 inhibition data for predicting drug metabolism from PubChem BioAssay. Task: Regression/Classification. Given a drug SMILES string, predict its absorption, distribution, metabolism, or excretion properties. Task type varies by dataset: regression for continuous measurements (e.g., permeability, clearance, half-life) or binary classification for categorical outcomes (e.g., BBB penetration, CYP inhibition). Dataset: cyp3a4_veith. The result is 0 (non-inhibitor). The drug is C[C@](N)(C(=O)O)c1ccc(-c2nn[nH]n2)cc1.